Dataset: Forward reaction prediction with 1.9M reactions from USPTO patents (1976-2016). Task: Predict the product of the given reaction. Given the reactants O.[OH-].[Li+].[C:4]([CH2:6][C:7]1([N:22]2[CH:26]=[C:25]([C:27]3[CH:32]=[CH:31][N:30]=[C:29]4[NH:33][CH:34]=[CH:35][C:28]=34)[CH:24]=[N:23]2)[CH2:10][N:9]([C:11]2[CH:20]=[CH:19][C:14]([C:15]([O:17]C)=[O:16])=[CH:13][C:12]=2[F:21])[CH2:8]1)#[N:5].Cl, predict the reaction product. The product is: [C:4]([CH2:6][C:7]1([N:22]2[CH:26]=[C:25]([C:27]3[CH:32]=[CH:31][N:30]=[C:29]4[NH:33][CH:34]=[CH:35][C:28]=34)[CH:24]=[N:23]2)[CH2:10][N:9]([C:11]2[CH:20]=[CH:19][C:14]([C:15]([OH:17])=[O:16])=[CH:13][C:12]=2[F:21])[CH2:8]1)#[N:5].